From a dataset of Reaction yield outcomes from USPTO patents with 853,638 reactions. Predict the reaction yield, written as a fraction of the theoretical maximum amount of product (1.0 means a 100% yield; for example, 0.34 means a 34% yield). (1) The reactants are [CH3:1][Si:2]([CH2:5][O:6][C:7]1[CH:14]=[CH:13][C:10]([CH:11]=O)=[CH:9][CH:8]=1)([CH3:4])[CH3:3].[C:15]([NH2:21])(=[O:20])[CH2:16][C:17]([NH2:19])=[O:18].N1CCCCC1.C(O)(=O)C. The catalyst is C1(C)C=CC=CC=1.O. The product is [CH3:1][Si:2]([CH2:5][O:6][C:7]1[CH:14]=[CH:13][C:10]([CH:11]=[C:16]([C:15]([NH2:21])=[O:20])[C:17]([NH2:19])=[O:18])=[CH:9][CH:8]=1)([CH3:4])[CH3:3]. The yield is 0.490. (2) The reactants are [CH3:1][C:2]([C:8]1[CH:13]=[CH:12][C:11]([CH3:14])=[CH:10][CH:9]=1)([CH3:7])[C:3]([O:5][CH3:6])=[O:4].C1C(=O)N([Br:22])C(=O)C1. The catalyst is CC(N=NC(C#N)(C)C)(C#N)C.C(Cl)(Cl)(Cl)Cl. The product is [Br:22][CH2:14][C:11]1[CH:10]=[CH:9][C:8]([C:2]([CH3:1])([CH3:7])[C:3]([O:5][CH3:6])=[O:4])=[CH:13][CH:12]=1. The yield is 0.620. (3) The reactants are [C:1](Cl)(=[O:3])[CH3:2].[CH:5]([Si:8]([CH:22]([CH3:24])[CH3:23])([CH:19]([CH3:21])[CH3:20])[N:9]1[C:13]2=[N:14][CH:15]=[C:16]([NH2:18])[CH:17]=[C:12]2[CH:11]=[CH:10]1)([CH3:7])[CH3:6].[Cl-].[NH4+].C(OCC)(=O)C. The catalyst is CN(C)C1C=CN=CC=1.N1C=CC=CC=1. The product is [CH:22]([Si:8]([CH:5]([CH3:7])[CH3:6])([CH:19]([CH3:21])[CH3:20])[N:9]1[C:13]2=[N:14][CH:15]=[C:16]([NH:18][C:1](=[O:3])[CH3:2])[CH:17]=[C:12]2[CH:11]=[CH:10]1)([CH3:24])[CH3:23]. The yield is 0.530. (4) The reactants are [C:1]([C:3]1[CH:4]=[C:5]([N:10]2[C:19]3[C:14](=[CH:15][CH:16]=[CH:17][CH:18]=3)[CH2:13][N:12]([CH2:20][CH:21]3[CH2:26][CH2:25][N:24]([C:27](OC(C)(C)C)=O)[CH2:23][CH2:22]3)[C:11]2=[O:34])[CH:6]=[CH:7][C:8]=1[F:9])#[N:2].[Cl:35][C:36]1[N:46]=[CH:45][C:39]2[N:40]=[CH:41][NH:42]C(=O)[C:38]=2[CH:37]=1. No catalyst specified. The product is [Cl:35][C:36]1[N:46]=[CH:45][C:39]2[N:40]=[CH:41][N:42]=[C:27]([N:24]3[CH2:23][CH2:22][CH:21]([CH2:20][N:12]4[CH2:13][C:14]5[C:19](=[CH:18][CH:17]=[CH:16][CH:15]=5)[N:10]([C:5]5[CH:6]=[CH:7][C:8]([F:9])=[C:3]([CH:4]=5)[C:1]#[N:2])[C:11]4=[O:34])[CH2:26][CH2:25]3)[C:38]=2[CH:37]=1. The yield is 0.300. (5) The reactants are C(N(CC)CC)C.Cl.[OH:9][C@H:10]1[CH2:14][N:13]([CH3:15])[C@H:12]([C:16]([O:18][CH3:19])=[O:17])[CH2:11]1.[S:20](Cl)([CH3:23])(=[O:22])=[O:21].C(=O)([O-])O.[Na+]. The catalyst is O1CCCC1.C(OCC)(=O)C. The product is [CH3:23][S:20]([O:9][C@H:10]1[CH2:14][N:13]([CH3:15])[C@H:12]([C:16]([O:18][CH3:19])=[O:17])[CH2:11]1)(=[O:22])=[O:21]. The yield is 0.830.